This data is from Full USPTO retrosynthesis dataset with 1.9M reactions from patents (1976-2016). The task is: Predict the reactants needed to synthesize the given product. (1) Given the product [F:35][C:32]([F:33])([F:34])[O:31][C:28]1[CH:29]=[CH:30][C:25]([C:22]2[N:21]=[CH:20][C:19]([CH2:18][O:17][C:14]3[CH:15]=[C:16]4[C:11]([CH:10]=[CH:9][N:8]4[CH2:7][C:6]([OH:36])=[O:5])=[CH:12][CH:13]=3)=[CH:24][CH:23]=2)=[CH:26][CH:27]=1, predict the reactants needed to synthesize it. The reactants are: C([O:5][C:6](=[O:36])[CH2:7][N:8]1[C:16]2[C:11](=[CH:12][CH:13]=[C:14]([O:17][CH2:18][C:19]3[CH:20]=[N:21][C:22]([C:25]4[CH:30]=[CH:29][C:28]([O:31][C:32]([F:35])([F:34])[F:33])=[CH:27][CH:26]=4)=[CH:23][CH:24]=3)[CH:15]=2)[CH:10]=[CH:9]1)(C)(C)C.[Li+].[OH-]. (2) Given the product [C:1]([O:5][C:6](=[O:28])[C@@H:7]([N:10]1[CH:15]=[CH:14][CH:13]=[C:12]([N:16]([C:17]([O:19][CH2:20][C:21]2[CH:22]=[CH:23][CH:24]=[CH:25][CH:26]=2)=[O:18])[CH2:31][CH2:32][CH3:33])[C:11]1=[O:27])[CH2:8][CH3:9])([CH3:2])([CH3:3])[CH3:4], predict the reactants needed to synthesize it. The reactants are: [C:1]([O:5][C:6](=[O:28])[C@@H:7]([N:10]1[CH:15]=[CH:14][CH:13]=[C:12]([NH:16][C:17]([O:19][CH2:20][C:21]2[CH:26]=[CH:25][CH:24]=[CH:23][CH:22]=2)=[O:18])[C:11]1=[O:27])[CH2:8][CH3:9])([CH3:4])([CH3:3])[CH3:2].[H-].[Na+].[CH2:31](I)[CH2:32][CH3:33]. (3) Given the product [NH2:16][N:1]1[CH2:2][N:10]=[C:8]([C:7]2[CH:12]=[CH:13][CH:14]=[C:5]([I:4])[CH:6]=2)[O:9]1, predict the reactants needed to synthesize it. The reactants are: [N:1]#[C:2]Br.[I:4][C:5]1[CH:6]=[C:7]([CH:12]=[CH:13][CH:14]=1)[C:8]([NH:10]N)=[O:9].[OH-].[NH4+:16]. (4) Given the product [N:2]([S:4][C:5]1([CH2:15][CH2:16][NH:17][C:25](=[O:27])[CH3:26])[CH:12]2[CH2:13][CH:8]3[CH2:9][CH:10]([CH2:14][CH:6]1[CH2:7]3)[CH2:11]2)=[O:3], predict the reactants needed to synthesize it. The reactants are: Cl.[N:2]([S:4][C:5]1([CH2:15][CH2:16][NH2:17])[CH:12]2[CH2:13][CH:8]3[CH2:9][CH:10]([CH2:14][CH:6]1[CH2:7]3)[CH2:11]2)=[O:3].C(N(CC)CC)C.[C:25](OC(=O)C)(=[O:27])[CH3:26]. (5) Given the product [C:1]([O:5][C:6](=[O:33])[CH2:7][N:8]([CH2:9][C:10]([N:12]([N:14]1[CH2:15][C:16]2[C:21](=[CH:20][CH:19]=[CH:18][CH:17]=2)[CH2:22]1)[CH3:13])=[O:11])[C:23]1[CH:28]=[C:27]([C:29]2[O:30][N:46]=[CH:45][N:31]=2)[CH:26]=[CH:25][C:24]=1[CH3:32])([CH3:4])([CH3:3])[CH3:2], predict the reactants needed to synthesize it. The reactants are: [C:1]([O:5][C:6](=[O:33])[CH2:7][N:8]([C:23]1[CH:28]=[C:27]([C:29]([NH2:31])=[O:30])[CH:26]=[CH:25][C:24]=1[CH3:32])[CH2:9][C:10]([N:12]([N:14]1[CH2:22][C:21]2[C:16](=[CH:17][CH:18]=[CH:19][CH:20]=2)[CH2:15]1)[CH3:13])=[O:11])([CH3:4])([CH3:3])[CH3:2].C(O)(=O)C.Cl.NO.[OH-].[Na+].CO[CH:45](OC)[N:46](C)C.